Dataset: Forward reaction prediction with 1.9M reactions from USPTO patents (1976-2016). Task: Predict the product of the given reaction. (1) Given the reactants [F:1][C:2]1[CH:7]=[C:6](I)[CH:5]=[CH:4][C:3]=1[N:9]1[CH2:14][CH2:13][N:12]([C@@H:15]2[CH2:19][CH2:18][C:17]([C:20]3[NH:29][C:28](=[O:30])[C:27]4[CH2:26][C:25]5([CH2:32][CH2:31]5)[CH2:24][CH2:23][C:22]=4[N:21]=3)=[CH:16]2)[CH2:11][CH2:10]1.[C:33]([Zn]C#N)#[N:34], predict the reaction product. The product is: [F:1][C:2]1[CH:7]=[C:6]([CH:5]=[CH:4][C:3]=1[N:9]1[CH2:14][CH2:13][N:12]([C@@H:15]2[CH2:19][CH2:18][C:17]([C:20]3[NH:29][C:28](=[O:30])[C:27]4[CH2:26][C:25]5([CH2:32][CH2:31]5)[CH2:24][CH2:23][C:22]=4[N:21]=3)=[CH:16]2)[CH2:11][CH2:10]1)[C:33]#[N:34]. (2) Given the reactants Cl[C:2]1[CH:3]=[CH:4][N:5]2[C:10]([C:11]=1[CH3:12])=[C:9]([CH:13]1[CH2:15][CH2:14]1)[CH:8]=[C:7]([C:16]([O:18][CH3:19])=[O:17])[C:6]2=[O:20].CC1(C)C(C)(C)OB([C:29]2[CH:30]=[N:31][N:32](C(OC(C)(C)C)=O)[CH:33]=2)O1, predict the reaction product. The product is: [NH:31]1[CH:30]=[C:29]([C:2]2[CH:3]=[CH:4][N:5]3[C:10]([C:11]=2[CH3:12])=[C:9]([CH:13]2[CH2:15][CH2:14]2)[CH:8]=[C:7]([C:16]([O:18][CH3:19])=[O:17])[C:6]3=[O:20])[CH:33]=[N:32]1. (3) The product is: [F:1][C:2]1[CH:7]=[C:6]([N+:8]([O-:10])=[O:9])[CH:5]=[CH:4][C:3]=1[CH2:11][CH2:12][CH2:13][C:14]1[N:18]([C:24]([O:23][C:20]([CH3:22])([CH3:21])[CH3:19])=[O:25])[CH:17]=[CH:16][N:15]=1. Given the reactants [F:1][C:2]1[CH:7]=[C:6]([N+:8]([O-:10])=[O:9])[CH:5]=[CH:4][C:3]=1[CH2:11][CH2:12][CH2:13][C:14]1[NH:15][CH:16]=[CH:17][N:18]=1.[CH3:19][C:20]([O:23][C:24](O[C:24]([O:23][C:20]([CH3:22])([CH3:21])[CH3:19])=[O:25])=[O:25])([CH3:22])[CH3:21], predict the reaction product. (4) Given the reactants C([O:4][CH:5]1[CH2:8][C:7]([CH2:16][C:17]([O:19][CH2:20][CH3:21])=[O:18])([C:9]2[CH:14]=[CH:13][C:12]([OH:15])=[CH:11][CH:10]=2)[CH2:6]1)(=O)C.C([O-])([O-])=O.[K+].[K+], predict the reaction product. The product is: [OH:4][CH:5]1[CH2:8][C:7]([CH2:16][C:17]([O:19][CH2:20][CH3:21])=[O:18])([C:9]2[CH:14]=[CH:13][C:12]([OH:15])=[CH:11][CH:10]=2)[CH2:6]1.